Dataset: Forward reaction prediction with 1.9M reactions from USPTO patents (1976-2016). Task: Predict the product of the given reaction. (1) Given the reactants BO[CH:3]([N:12]1[CH2:16][CH2:15][CH2:14][CH2:13]1)[C@@H:4]([NH2:11])[C:5]1[CH:10]=[CH:9][CH:8]=[CH:7][CH:6]=1, predict the reaction product. The product is: [C:5]1([C@H:4]([NH2:11])[CH2:3][N:12]2[CH2:16][CH2:15][CH2:14][CH2:13]2)[CH:6]=[CH:7][CH:8]=[CH:9][CH:10]=1. (2) Given the reactants C(OC([NH:8][C@@H:9]1[CH2:12][C@H:11]([C:13]([NH:15][C@@H:16]([CH:21]([CH3:23])[CH3:22])[C:17]([O:19][CH3:20])=[O:18])=[O:14])[C:10]1([CH3:25])[CH3:24])=O)(C)(C)C.CCN(CC)CC, predict the reaction product. The product is: [NH2:8][C@@H:9]1[CH2:12][C@H:11]([C:13]([NH:15][C@@H:16]([CH:21]([CH3:22])[CH3:23])[C:17]([O:19][CH3:20])=[O:18])=[O:14])[C:10]1([CH3:24])[CH3:25]. (3) Given the reactants [CH3:1][S:2]([C:5]1[CH:10]=[CH:9][C:8](B(O)O)=[CH:7][CH:6]=1)(=[O:4])=[O:3].Br[C:15]1[CH:20]=[CH:19][C:18]([OH:21])=[CH:17][CH:16]=1.C([O-])([O-])=O.[Na+].[Na+], predict the reaction product. The product is: [CH3:1][S:2]([C:5]1[CH:10]=[CH:9][C:8]([C:15]2[CH:20]=[CH:19][C:18]([OH:21])=[CH:17][CH:16]=2)=[CH:7][CH:6]=1)(=[O:4])=[O:3]. (4) Given the reactants C([O:8][C@@H:9]1[C@@:13]2([CH2:20][O:21][C@H:10]1[C@H:11]([N:22]1[CH:29]=[C:28]([CH3:30])[C:26](=[O:27])[NH:25][C:23]1=[O:24])[O:12]2)[CH2:14][O:15][S:16]([CH3:19])(=[O:18])=[O:17])C1C=CC=CC=1.C1CCCCC=1, predict the reaction product. The product is: [S:16]([O:15][CH2:14][C@@:13]12[CH2:20][O:21][C@@H:10]([C@H:11]([N:22]3[CH:29]=[C:28]([CH3:30])[C:26](=[O:27])[NH:25][C:23]3=[O:24])[O:12]1)[C@@H:9]2[OH:8])([CH3:19])(=[O:17])=[O:18].